Dataset: Full USPTO retrosynthesis dataset with 1.9M reactions from patents (1976-2016). Task: Predict the reactants needed to synthesize the given product. (1) The reactants are: [CH:1]1([CH2:4][OH:5])[CH2:3][CH2:2]1.[C:6]([O:10][C:11](=[O:23])[NH:12][C:13]1[CH:18]=[C:17](O)[C:16]([Cl:20])=[CH:15][C:14]=1[CH:21]=[O:22])([CH3:9])([CH3:8])[CH3:7].C1(P(C2C=CC=CC=2)C2C=CC=CC=2)C=CC=CC=1.CC(OC(/N=N/C(OC(C)C)=O)=O)C. Given the product [C:6]([O:10][C:11](=[O:23])[NH:12][C:13]1[CH:18]=[C:17]([O:5][CH2:4][CH:1]2[CH2:3][CH2:2]2)[C:16]([Cl:20])=[CH:15][C:14]=1[CH:21]=[O:22])([CH3:9])([CH3:7])[CH3:8], predict the reactants needed to synthesize it. (2) The reactants are: [CH3:1][C:2]1[CH:3]=[C:4]([O:9][CH3:10])[CH:5]=[C:6]([CH3:8])[CH:7]=1.BrN1C(=O)CCC1=O.[CH3:19][S:20]([C:23]1[CH:28]=[CH:27][C:26]([OH:29])=[CH:25][CH:24]=1)(=[O:22])=[O:21].[H-].[Na+]. Given the product [CH3:19][S:20]([C:23]1[CH:28]=[CH:27][C:26]([O:29][CH2:1][C:2]2[CH:7]=[C:6]([CH3:8])[CH:5]=[C:4]([O:9][CH3:10])[CH:3]=2)=[CH:25][CH:24]=1)(=[O:21])=[O:22], predict the reactants needed to synthesize it. (3) Given the product [F:1][C:2]1[CH:7]=[C:6]([F:8])[CH:5]=[CH:4][C:3]=1[NH:9][S:19]([CH2:16][CH2:17][CH3:18])(=[O:21])=[O:20], predict the reactants needed to synthesize it. The reactants are: [F:1][C:2]1[CH:7]=[C:6]([F:8])[CH:5]=[CH:4][C:3]=1[NH2:9].N1C=CC=CC=1.[CH2:16]([S:19](Cl)(=[O:21])=[O:20])[CH2:17][CH3:18].O. (4) Given the product [Cl:17][C:18]1[N:23]=[C:22]([C:24]([F:25])([F:26])[F:27])[C:21]([C:28]([OH:30])([CH3:1])[CH3:29])=[CH:20][N:19]=1, predict the reactants needed to synthesize it. The reactants are: [C:1]1(C)C=CC=CC=1.[Li]C.C(=O)=O.CC(C)=O.[Cl:17][C:18]1[N:23]=[C:22]([C:24]([F:27])([F:26])[F:25])[C:21]([C:28](=[O:30])[CH3:29])=[CH:20][N:19]=1. (5) Given the product [CH3:17][O:18][C:19]1[CH:20]=[C:21]([C:2]2[N:7]=[CH:6][C:5]3[CH:8]=[N:9][N:10]([CH:11]4[CH2:16][CH2:15][CH2:14][CH2:13][O:12]4)[C:4]=3[CH:3]=2)[CH:22]=[C:23]([O:25][CH3:26])[CH:24]=1, predict the reactants needed to synthesize it. The reactants are: Cl[C:2]1[N:7]=[CH:6][C:5]2[CH:8]=[N:9][N:10]([CH:11]3[CH2:16][CH2:15][CH2:14][CH2:13][O:12]3)[C:4]=2[CH:3]=1.[CH3:17][O:18][C:19]1[CH:20]=[C:21](B2OC(C)(C)C(C)(C)O2)[CH:22]=[C:23]([O:25][CH3:26])[CH:24]=1.ClCCl.P([O-])([O-])([O-])=O.[K+].[K+].[K+].